This data is from Reaction yield outcomes from USPTO patents with 853,638 reactions. The task is: Predict the reaction yield, written as a fraction of the theoretical maximum amount of product (1.0 means a 100% yield; for example, 0.34 means a 34% yield). The reactants are [C:1](=[NH:20])([O:3][CH2:4][CH2:5][C:6]1[CH:11]=[CH:10][C:9]([O:12][C:13]2[CH:18]=[CH:17][CH:16]=[C:15]([CH3:19])[N:14]=2)=[CH:8][CH:7]=1)[NH2:2].[CH:21]([CH:23]([CH2:28][C:29]1[CH:30]=[N:31][C:32]([O:35][CH3:36])=[N:33][CH:34]=1)[C:24](OC)=O)=[O:22].C([O-])([O-])=O.[K+].[K+]. The catalyst is CN1C(=O)CCC1. The product is [CH3:36][O:35][C:32]1[N:31]=[CH:30][C:29]([CH2:28][C:23]2[C:21](=[O:22])[N:20]=[C:1]([O:3][CH2:4][CH2:5][C:6]3[CH:7]=[CH:8][C:9]([O:12][C:13]4[CH:18]=[CH:17][CH:16]=[C:15]([CH3:19])[N:14]=4)=[CH:10][CH:11]=3)[NH:2][CH:24]=2)=[CH:34][N:33]=1. The yield is 0.0457.